Dataset: Catalyst prediction with 721,799 reactions and 888 catalyst types from USPTO. Task: Predict which catalyst facilitates the given reaction. Reactant: [C:1]([C:3]1[N:8]=[CH:7][C:6]([C:9]([NH:11][CH:12]2[CH2:17][CH2:16][C:15](=[CH:18][C:19]3[CH:24]=[CH:23][CH:22]=[C:21]([O:25][C:26]4[CH:31]=[CH:30][C:29]([C:32]([F:35])([F:34])[F:33])=[CH:28][N:27]=4)[CH:20]=3)[CH2:14][CH2:13]2)=[O:10])=[CH:5][CH:4]=1)#[N:2].[N-:36]=[N+:37]=[N-:38].[Na+].[Cl-].[NH4+].[Cl-].[Li+]. Product: [NH:36]1[C:1]([C:3]2[N:8]=[CH:7][C:6]([C:9]([NH:11][CH:12]3[CH2:17][CH2:16][C:15](=[CH:18][C:19]4[CH:24]=[CH:23][CH:22]=[C:21]([O:25][C:26]5[CH:31]=[CH:30][C:29]([C:32]([F:34])([F:35])[F:33])=[CH:28][N:27]=5)[CH:20]=4)[CH2:14][CH2:13]3)=[O:10])=[CH:5][CH:4]=2)=[N:2][N:38]=[N:37]1. The catalyst class is: 3.